This data is from Kir2.1 potassium channel HTS with 301,493 compounds. The task is: Binary Classification. Given a drug SMILES string, predict its activity (active/inactive) in a high-throughput screening assay against a specified biological target. (1) The drug is S1C(NC(C1)C(O)=O)c1ccc(C(C)C)cc1. The result is 0 (inactive). (2) The compound is O=c1n(c(=O)n(c2nc(n(c12)CC(=O)NCCc1ccccc1)NCCc1ccccc1)C)C. The result is 0 (inactive).